Dataset: Peptide-MHC class II binding affinity with 134,281 pairs from IEDB. Task: Regression. Given a peptide amino acid sequence and an MHC pseudo amino acid sequence, predict their binding affinity value. This is MHC class II binding data. (1) The peptide sequence is QPPSLPITVYYAVLERACRSVLLNAPSEAPQIVR. The MHC is DRB1_0301 with pseudo-sequence DRB1_0301. The binding affinity (normalized) is 0.341. (2) The peptide sequence is ENGEWAIDFCPGVIRRHHG. The MHC is DRB1_0401 with pseudo-sequence DRB1_0401. The binding affinity (normalized) is 0.455. (3) The peptide sequence is YLGLEVLTRARAALT. The MHC is DRB3_0202 with pseudo-sequence DRB3_0202. The binding affinity (normalized) is 0.103.